Task: Predict the reactants needed to synthesize the given product.. Dataset: Full USPTO retrosynthesis dataset with 1.9M reactions from patents (1976-2016) (1) The reactants are: [CH3:1][O:2][C:3]1[CH:4]=[CH:5][C:6]2[N:10]=[C:9]([S:11]([CH2:13][C:14]3[C:19]([CH3:20])=[C:18]([O:21][CH3:22])[C:17]([CH3:23])=[CH:16][N:15]=3)=[O:12])[N:8](COC(=O)[C@H](C3C=CC=CC=3)O)[C:7]=2[CH:36]=1.[OH-].[Na+].C(OC)=O. Given the product [CH3:1][O:2][C:3]1[CH:4]=[CH:5][C:6]2[NH:10][C:9]([S:11]([CH2:13][C:14]3[C:19]([CH3:20])=[C:18]([O:21][CH3:22])[C:17]([CH3:23])=[CH:16][N:15]=3)=[O:12])=[N:8][C:7]=2[CH:36]=1, predict the reactants needed to synthesize it. (2) Given the product [OH:22][CH2:21][CH2:20][N:17]1[CH2:18][CH2:19][N:14]([CH2:13][C:12]([NH:11][C:10]2[C:5]([S:49][CH3:51])=[N:6][C:7]([CH3:25])=[CH:8][C:9]=2[S:2][CH3:1])=[O:23])[CH2:15][CH2:16]1, predict the reactants needed to synthesize it. The reactants are: [CH3:1][S-:2].[Na+].Cl[C:5]1[C:10]([NH:11][C:12](=[O:23])[CH2:13][N:14]2[CH2:19][CH2:18][N:17]([CH2:20][CH2:21][OH:22])[CH2:16][CH2:15]2)=[C:9](Cl)[CH:8]=[C:7]([CH3:25])[N:6]=1.C1OCCOCCOCCOCCOCCOC1.C(Cl)(Cl)Cl.C[S:49]([CH3:51])=O. (3) Given the product [CH2:3]([NH:5][CH:6]1[CH2:15][CH2:14][C:9]2[N:10]=[CH:11][S:12][C:8]=2[CH2:7]1)[CH3:4], predict the reactants needed to synthesize it. The reactants are: Br.Br.[CH2:3]([NH:5][CH:6]1[CH2:15][CH2:14][C:9]2[N:10]=[C:11](N)[S:12][C:8]=2[CH2:7]1)[CH3:4].C(NC1CCC2N=CSC=2C1)CC. (4) Given the product [Cl:1][C:2]1[CH:11]=[C:10]([NH:12][C:13](=[O:32])[CH:14]([N:16]2[CH:21]=[CH:20][C:19]([C:22]3[CH:27]=[C:26]([Cl:28])[CH:25]=[CH:24][C:23]=3[C:29]#[N:30])=[CH:18][C:17]2=[O:31])[CH3:15])[CH:9]=[CH:8][C:3]=1[C:4]([OH:6])=[O:5], predict the reactants needed to synthesize it. The reactants are: [Cl:1][C:2]1[CH:11]=[C:10]([NH:12][C:13](=[O:32])[CH:14]([N:16]2[CH:21]=[CH:20][C:19]([C:22]3[CH:27]=[C:26]([Cl:28])[CH:25]=[CH:24][C:23]=3[C:29]#[N:30])=[CH:18][C:17]2=[O:31])[CH3:15])[CH:9]=[CH:8][C:3]=1[C:4]([O:6]C)=[O:5].[OH-].[Li+]. (5) The reactants are: [CH:1]1([S:4]([C:6]2[CH:11]=[CH:10][C:9]([N+:12]([O-:14])=[O:13])=[CH:8][CH:7]=2)=[O:5])[CH2:3][CH2:2]1.[F:15][C:16]([F:21])([F:20])[C:17]([NH2:19])=[O:18].C(O)(=O)C.C(O)(=O)C.IC1C=CC=CC=1.[O-2].[Mg+2]. Given the product [CH:1]1([S:4]([C:6]2[CH:11]=[CH:10][C:9]([N+:12]([O-:14])=[O:13])=[CH:8][CH:7]=2)(=[N:19][C:17](=[O:18])[C:16]([F:21])([F:20])[F:15])=[O:5])[CH2:3][CH2:2]1, predict the reactants needed to synthesize it.